From a dataset of Forward reaction prediction with 1.9M reactions from USPTO patents (1976-2016). Predict the product of the given reaction. (1) Given the reactants [CH2:1]([O:8][C:9]1([C:12]2[CH:17]=[CH:16][C:15](C#CC3C=CC(C(OCC)=O)=CC=3)=[CH:14][CH:13]=2)[CH2:11][CH2:10]1)[C:2]1[CH:7]=[CH:6][CH:5]=[CH:4][CH:3]=1.[OH-:31].[Na+].[CH2:33]([OH:35])[CH3:34], predict the reaction product. The product is: [CH2:1]([O:8][C:9]1([C:12]2[CH:13]=[CH:14][CH:15]=[CH:16][C:17]=2[C:16]#[C:17][C:12]2[CH:13]=[CH:14][C:34]([C:33]([OH:31])=[O:35])=[CH:10][CH:9]=2)[CH2:11][CH2:10]1)[C:2]1[CH:3]=[CH:4][CH:5]=[CH:6][CH:7]=1. (2) Given the reactants Cl.[CH:2]1([NH:8][C:9]2[C:14]([CH3:15])=[C:13]([CH3:16])[N:12]=[C:11](NCC3C=CC=CN=3)[N:10]=2)[CH2:7][CH2:6][CH2:5][CH2:4][CH2:3]1.[F:25][C:26]([F:37])([F:36])[O:27][C:28]1[CH:35]=[CH:34][C:31]([CH2:32][NH2:33])=[CH:30][CH:29]=1, predict the reaction product. The product is: [CH:2]1([NH:8][C:9]2[C:14]([CH3:15])=[C:13]([CH3:16])[N:12]=[C:11]([NH:33][CH2:32][C:31]3[CH:34]=[CH:35][C:28]([O:27][C:26]([F:36])([F:37])[F:25])=[CH:29][CH:30]=3)[N:10]=2)[CH2:3][CH2:4][CH2:5][CH2:6][CH2:7]1. (3) Given the reactants [OH:1][C@@:2]1([C:9]#[C:10][C:11]2[CH:12]=[C:13]([C:17]3[N:26]=[C:25]([C:27]([O:29]CC)=O)[C:24]4[C:19](=[CH:20][C:21]([O:32][CH3:33])=[CH:22][CH:23]=4)[N:18]=3)[CH:14]=[CH:15][CH:16]=2)[CH2:6][CH2:5][N:4]([CH3:7])[C:3]1=[O:8].[NH3:34], predict the reaction product. The product is: [OH:1][C@@:2]1([C:9]#[C:10][C:11]2[CH:12]=[C:13]([C:17]3[N:26]=[C:25]([C:27]([NH2:34])=[O:29])[C:24]4[C:19](=[CH:20][C:21]([O:32][CH3:33])=[CH:22][CH:23]=4)[N:18]=3)[CH:14]=[CH:15][CH:16]=2)[CH2:6][CH2:5][N:4]([CH3:7])[C:3]1=[O:8]. (4) Given the reactants [OH:1][CH:2]1[CH:7]([C:8]2[CH:13]=[CH:12][C:11]([O:14][CH2:15][CH2:16][CH2:17][O:18][CH2:19][C:20]3[CH:25]=[CH:24][CH:23]=[CH:22][C:21]=3[O:26][CH3:27])=[CH:10][CH:9]=2)[CH2:6][CH2:5][N:4]([C:28]([O:30][C:31]([CH3:34])([CH3:33])[CH3:32])=[O:29])[CH2:3]1.Cl[CH2:36][C:37]1[C:45]2[N:44]=[C:43]([CH2:46][CH2:47][CH2:48][O:49][CH3:50])[N:42]([CH2:51][O:52][CH2:53][CH2:54][Si:55]([CH3:58])([CH3:57])[CH3:56])[C:41]=2[CH:40]=[CH:39][CH:38]=1, predict the reaction product. The product is: [CH3:27][O:26][C:21]1[CH:22]=[CH:23][CH:24]=[CH:25][C:20]=1[CH2:19][O:18][CH2:17][CH2:16][CH2:15][O:14][C:11]1[CH:12]=[CH:13][C:8]([CH:7]2[CH2:6][CH2:5][N:4]([C:28]([O:30][C:31]([CH3:34])([CH3:33])[CH3:32])=[O:29])[CH2:3][CH:2]2[O:1][CH2:36][C:37]2[C:45]3[N:44]=[C:43]([CH2:46][CH2:47][CH2:48][O:49][CH3:50])[N:42]([CH2:51][O:52][CH2:53][CH2:54][Si:55]([CH3:58])([CH3:57])[CH3:56])[C:41]=3[CH:40]=[CH:39][CH:38]=2)=[CH:9][CH:10]=1. (5) Given the reactants Cl.Cl.[OH:3][C@H:4]1[C@@H:9]([CH3:10])[CH2:8][CH2:7][N:6]([CH2:11][CH2:12][CH2:13][N:14]2[CH2:19][CH2:18][NH:17][CH:16]([CH3:20])[C:15]2=[O:21])[CH2:5]1.[Cl:22][C:23]1[CH:24]=[C:25]([CH:31]=[CH:32][C:33]=1[Cl:34])[CH:26]=[CH:27][C:28](O)=[O:29].C(N(CC)CC)C.F[P-](F)(F)(F)(F)F.N1(OC(N(C)C)=[N+](C)C)C2N=CC=CC=2N=N1, predict the reaction product. The product is: [Cl:22][C:23]1[CH:24]=[C:25](/[CH:26]=[CH:27]/[C:28]([N:17]2[CH2:18][CH2:19][N:14]([CH2:13][CH2:12][CH2:11][N:6]3[CH2:7][CH2:8][C@H:9]([CH3:10])[C@H:4]([OH:3])[CH2:5]3)[C:15](=[O:21])[CH:16]2[CH3:20])=[O:29])[CH:31]=[CH:32][C:33]=1[Cl:34]. (6) Given the reactants C1(OC(=O)[N:9]([C:19]2[CH:24]=[C:23]([O:25][C:26]3[CH:31]=[CH:30][C:29]([NH:32][C:33]([C:35]4([C:38](=[O:47])[NH:39][C:40]5[CH:45]=[CH:44][C:43]([F:46])=[CH:42][CH:41]=5)[CH2:37][CH2:36]4)=[O:34])=[CH:28][C:27]=3[F:48])[CH:22]=[CH:21][N:20]=2)[C:10](OC2C=CC=CC=2)=[O:11])C=CC=CC=1.Cl.Cl.Cl.[CH3:53][N:54]([CH3:65])[CH:55]1[CH2:58][N:57]([CH:59]2[CH2:64][CH2:63][NH:62][CH2:61][CH2:60]2)[CH2:56]1.C(N(CC)CC)C, predict the reaction product. The product is: [CH3:53][N:54]([CH3:65])[CH:55]1[CH2:56][N:57]([CH:59]2[CH2:64][CH2:63][N:62]([C:10]([NH:9][C:19]3[CH:24]=[C:23]([O:25][C:26]4[CH:31]=[CH:30][C:29]([NH:32][C:33]([C:35]5([C:38]([NH:39][C:40]6[CH:41]=[CH:42][C:43]([F:46])=[CH:44][CH:45]=6)=[O:47])[CH2:37][CH2:36]5)=[O:34])=[CH:28][C:27]=4[F:48])[CH:22]=[CH:21][N:20]=3)=[O:11])[CH2:61][CH2:60]2)[CH2:58]1.